From a dataset of Catalyst prediction with 721,799 reactions and 888 catalyst types from USPTO. Predict which catalyst facilitates the given reaction. (1) Reactant: [F:1][C:2]1[CH:7]=[CH:6][C:5]([C:8]2[CH:16]=[C:15]3[C:11]([CH:12]=[CH:13][N:14]3[C:17]([O:19][C:20]([CH3:23])([CH3:22])[CH3:21])=[O:18])=[CH:10][CH:9]=2)=[CH:4][CH:3]=1.[Br:24]N1C(=O)CCC1=O. Product: [Br:24][C:12]1[C:11]2[C:15](=[CH:16][C:8]([C:5]3[CH:4]=[CH:3][C:2]([F:1])=[CH:7][CH:6]=3)=[CH:9][CH:10]=2)[N:14]([C:17]([O:19][C:20]([CH3:23])([CH3:22])[CH3:21])=[O:18])[CH:13]=1. The catalyst class is: 116. (2) Reactant: [C:1]([O:5][C:6]([N:8]1[CH2:13][CH2:12][CH:11]([NH:14][C:15]2[CH:20]=[CH:19][C:18]([S:21]([CH3:24])(=[O:23])=[O:22])=[CH:17][C:16]=2[NH2:25])[CH2:10][CH2:9]1)=[O:7])([CH3:4])([CH3:3])[CH3:2].[C:26](N1C=CN=C1)(N1C=CN=C1)=[O:27].O. Product: [CH3:24][S:21]([C:18]1[CH:19]=[CH:20][C:15]2[N:14]([CH:11]3[CH2:10][CH2:9][N:8]([C:6]([O:5][C:1]([CH3:4])([CH3:3])[CH3:2])=[O:7])[CH2:13][CH2:12]3)[C:26](=[O:27])[NH:25][C:16]=2[CH:17]=1)(=[O:23])=[O:22]. The catalyst class is: 49. (3) Reactant: [NH2:1][C:2]1[S:3][C:4]2[CH2:10][CH2:9][CH2:8][CH:7]([CH2:11][OH:12])[C:5]=2[N:6]=1.CCN(CC)CC.[CH3:20][S:21](Cl)(=[O:23])=[O:22]. Product: [CH3:20][S:21]([O:12][CH2:11][CH:7]1[C:5]2[N:6]=[C:2]([NH2:1])[S:3][C:4]=2[CH2:10][CH2:9][CH2:8]1)(=[O:23])=[O:22]. The catalyst class is: 20. (4) Product: [CH3:1][N:2]1[C:3]2[CH:4]=[C:5]([C:10]3[S:14][C:13]([N:15]([C:37]([O:39][C:40]([CH3:43])([CH3:42])[CH3:41])=[O:38])[CH2:16][C@@H:17]([NH:29][C:30](=[O:36])[O:31][C:32]([CH3:35])([CH3:34])[CH3:33])[CH2:18][C:19]4[CH:20]=[CH:21][C:22]([C:25]([F:26])([F:27])[F:28])=[CH:23][CH:24]=4)=[N:12][N:11]=3)[CH:6]=[CH:7][C:8]=2[NH:9][C:44]1=[O:45]. The catalyst class is: 1. Reactant: [CH3:1][NH:2][C:3]1[CH:4]=[C:5]([C:10]2[S:14][C:13]([N:15]([C:37]([O:39][C:40]([CH3:43])([CH3:42])[CH3:41])=[O:38])[CH2:16][C@@H:17]([NH:29][C:30](=[O:36])[O:31][C:32]([CH3:35])([CH3:34])[CH3:33])[CH2:18][C:19]3[CH:24]=[CH:23][C:22]([C:25]([F:28])([F:27])[F:26])=[CH:21][CH:20]=3)=[N:12][N:11]=2)[CH:6]=[CH:7][C:8]=1[NH2:9].[C:44](N1C=CN=C1)(N1C=CN=C1)=[O:45]. (5) Product: [CH2:25]([O:24][C:22]([NH:1][C:2]1[CH:3]=[CH:4][C:5]([N:9]2[CH:13]=[C:12]([CH3:14])[N:11]=[CH:10]2)=[C:6]([F:8])[CH:7]=1)=[O:23])[C:26]1[CH:31]=[CH:30][CH:29]=[CH:28][CH:27]=1. Reactant: [NH2:1][C:2]1[CH:3]=[CH:4][C:5]([N:9]2[CH:13]=[C:12]([CH3:14])[N:11]=[CH:10]2)=[C:6]([F:8])[CH:7]=1.N1C=CC=CC=1.Cl[C:22]([O:24][CH2:25][C:26]1[CH:31]=[CH:30][CH:29]=[CH:28][CH:27]=1)=[O:23].C(=O)(O)[O-].[Na+]. The catalyst class is: 4.